Predict the reaction yield, written as a fraction of the theoretical maximum amount of product (1.0 means a 100% yield; for example, 0.34 means a 34% yield). From a dataset of Reaction yield outcomes from USPTO patents with 853,638 reactions. (1) The reactants are [Cl:1][C:2]1[CH:7]=[C:6]([Cl:8])[CH:5]=[C:4]([Cl:9])[C:3]=1[CH2:10]Cl.[C-:12]#[N:13].[Na+]. The catalyst is C(O)C.O. The product is [Cl:9][C:4]1[CH:5]=[C:6]([Cl:8])[CH:7]=[C:2]([Cl:1])[C:3]=1[CH2:10][C:12]#[N:13]. The yield is 0.750. (2) The reactants are C([N:8]1[CH2:14][CH2:13][C:12]2[C:15](Cl)=[N:16][C:17]([CH:19]([C:21]3[CH:26]=[CH:25][CH:24]=[CH:23][CH:22]=3)[CH3:20])=[N:18][C:11]=2[CH2:10][CH2:9]1)C1C=CC=CC=1. The catalyst is C(OCC)(=O)C.[Pd]. The product is [C:21]1([CH:19]([C:17]2[N:16]=[CH:15][C:12]3[CH2:13][CH2:14][NH:8][CH2:9][CH2:10][C:11]=3[N:18]=2)[CH3:20])[CH:26]=[CH:25][CH:24]=[CH:23][CH:22]=1. The yield is 0.0200. (3) The reactants are [F:1][C:2]([C:12]#[C:13][C:14]1[CH:19]=[CH:18][C:17]([CH2:20][N:21]2[CH2:26][CH2:25][O:24][CH2:23][CH2:22]2)=[CH:16][CH:15]=1)=[CH:3][C:4]1[CH:11]=[CH:10][C:7]([C:8]#N)=[CH:6][CH:5]=1.[Li+].[OH-:28].Cl.[O:30]1C=COC=C1. The catalyst is O. The product is [F:1][C:2]([C:12]#[C:13][C:14]1[CH:19]=[CH:18][C:17]([CH2:20][N:21]2[CH2:26][CH2:25][O:24][CH2:23][CH2:22]2)=[CH:16][CH:15]=1)=[CH:3][C:4]1[CH:11]=[CH:10][C:7]([C:8]([OH:30])=[O:28])=[CH:6][CH:5]=1. The yield is 0.755. (4) The reactants are [CH2:1]([O:3][C:4](=[O:34])[C@@:5]([OH:33])([CH3:32])[CH2:6][N:7]([CH2:17][C:18]1[CH:23]=[CH:22][C:21]([C:24]2[CH:29]=[C:28]([Cl:30])[CH:27]=[CH:26][C:25]=2[F:31])=[CH:20][CH:19]=1)[NH:8][C:9]([C:11]1[O:15][N:14]=[C:13]([OH:16])[CH:12]=1)=[O:10])[CH3:2].[CH2:35](O)[CH2:36][CH2:37][CH2:38][CH2:39]CC.Cl.O1CCOCC1. No catalyst specified. The product is [CH2:1]([O:3][C:4](=[O:34])[C@@:5]([OH:33])([CH3:32])[CH2:6][N:7]([CH2:17][C:18]1[CH:19]=[CH:20][C:21]([C:24]2[CH:29]=[C:28]([Cl:30])[CH:27]=[CH:26][C:25]=2[F:31])=[CH:22][CH:23]=1)[NH:8][C:9]([C:11]1[O:15][N:14]=[C:13]([OH:16])[CH:12]=1)=[O:10])[CH2:2][CH2:35][CH2:36][CH2:37][CH2:38][CH3:39]. The yield is 0.950. (5) The reactants are [Si:1]([O:8][C@@H:9]1[C@@:29]2([CH3:30])[C:13](=[CH:14][CH:15]=[C:16]3[C@@H:28]2[CH2:27][CH2:26][C@@:25]2([CH3:31])[C@H:17]3[CH2:18][CH:19]=[C:20]2[C:21]([OH:24])([CH3:23])[CH3:22])[CH2:12][C@@H:11]([O:32][Si:33]([C:36]([CH3:39])([CH3:38])[CH3:37])([CH3:35])[CH3:34])[CH2:10]1)([C:4]([CH3:7])([CH3:6])[CH3:5])([CH3:3])[CH3:2].Br[CH2:41][C:42]#[C:43][C:44]([CH2:55][CH3:56])([O:47][Si:48]([CH2:53][CH3:54])([CH2:51][CH3:52])[CH2:49][CH3:50])[CH2:45][CH3:46].[H-].[Na+].C1OCCOCCOCCOCCOC1. The catalyst is O1CCCC1. The product is [Si:1]([O:8][C@@H:9]1[C@@:29]2([CH3:30])[C:13](=[CH:14][CH:15]=[C:16]3[C@@H:28]2[CH2:27][CH2:26][C@@:25]2([CH3:31])[C@H:17]3[CH2:18][CH:19]=[C:20]2[C:21]([O:24][CH2:41][C:42]#[C:43][C:44]([CH2:55][CH3:56])([O:47][Si:48]([CH2:53][CH3:54])([CH2:49][CH3:50])[CH2:51][CH3:52])[CH2:45][CH3:46])([CH3:23])[CH3:22])[CH2:12][C@@H:11]([O:32][Si:33]([C:36]([CH3:39])([CH3:38])[CH3:37])([CH3:34])[CH3:35])[CH2:10]1)([C:4]([CH3:7])([CH3:6])[CH3:5])([CH3:3])[CH3:2]. The yield is 0.377. (6) The reactants are [CH2:1]([O:3][C:4]1[CH:5]=[C:6]([CH:10]=[CH:11][C:12]=1[NH:13][C:14]1[C:15]2[C:22]([CH3:23])=[CH:21][S:20][C:16]=2[N:17]=[CH:18][N:19]=1)[C:7]([NH2:9])=O)[CH3:2]. The catalyst is P(Cl)(Cl)(Cl)=O.C1(C)C=CC=CC=1. The product is [CH2:1]([O:3][C:4]1[CH:5]=[C:6]([CH:10]=[CH:11][C:12]=1[NH:13][C:14]1[C:15]2[C:22]([CH3:23])=[CH:21][S:20][C:16]=2[N:17]=[CH:18][N:19]=1)[C:7]#[N:9])[CH3:2]. The yield is 0.680.